This data is from Catalyst prediction with 721,799 reactions and 888 catalyst types from USPTO. The task is: Predict which catalyst facilitates the given reaction. Product: [N:4]1([C:5]([O:6][CH2:7][C:8]2[CH:9]=[CH:10][CH:11]=[CH:12][CH:13]=2)=[O:14])[CH2:1][CH:17]=[CH:16][CH2:15]1. The catalyst class is: 2. Reactant: [CH2:1]([N:4]([CH2:15][CH:16]=[CH2:17])[C:5](=[O:14])[O:6][CH2:7][C:8]1[CH:13]=[CH:12][CH:11]=[CH:10][CH:9]=1)C=C.